The task is: Predict the product of the given reaction.. This data is from Forward reaction prediction with 1.9M reactions from USPTO patents (1976-2016). Given the reactants [CH3:1][C:2]1([CH3:9])[C@@H:7]([OH:8])[C:5](=[O:6])[O:4][CH2:3]1.ClC(Cl)(Cl)C(=N)OCC1C=CC=CC=1.ClC(Cl)(Cl)C(=N)OCC1C=CC(OC)=CC=1.FC(F)(F)S(O)(=O)=O.C1(C)C=CC(S(O)(=O)=O)=CC=1.C12(CS(O)(=O)=O)C(C)(C)C(CC1)CC2=O.FC(F)(F)C(O)=O.[B-](F)(F)(F)F.C1C=CC([C+](C2C=CC=CC=2)C2C=CC=CC=2)=CC=1.Cl(OC(C1C=CC=CC=1)(C1C=CC=CC=1)C1C=CC=CC=1)(=O)(=O)=O.FC(F)(F)S(O[Si](C)(C)C)(=O)=O.[Sn], predict the reaction product. The product is: [CH3:1][C:2]1([CH3:9])[C@H:7]([OH:8])[C:5](=[O:6])[O:4][CH2:3]1.